This data is from Forward reaction prediction with 1.9M reactions from USPTO patents (1976-2016). The task is: Predict the product of the given reaction. (1) Given the reactants Br[CH2:2][CH2:3][CH2:4][C:5]1[CH:10]=[CH:9][C:8]([O:11][CH2:12][CH2:13][CH2:14][CH2:15][O:16][C:17]2[CH:22]=[CH:21][CH:20]=[CH:19][CH:18]=2)=[CH:7][CH:6]=1.[CH:23]([C:25]1[CH:26]=[C:27]([CH:33]=[CH:34][C:35]=1[OH:36])[C:28]([O:30][CH2:31][CH3:32])=[O:29])=[O:24].C(=O)([O-])[O-].[K+].[K+], predict the reaction product. The product is: [CH:23]([C:25]1[CH:26]=[C:27]([CH:33]=[CH:34][C:35]=1[O:36][CH2:2][CH2:3][CH2:4][C:5]1[CH:10]=[CH:9][C:8]([O:11][CH2:12][CH2:13][CH2:14][CH2:15][O:16][C:17]2[CH:22]=[CH:21][CH:20]=[CH:19][CH:18]=2)=[CH:7][CH:6]=1)[C:28]([O:30][CH2:31][CH3:32])=[O:29])=[O:24]. (2) The product is: [CH3:1][O:2][C:3]([C:5]1[C:6]([OH:32])=[C:7]2[C:12](=[C:13]([C:38]3[CH:39]=[N:40][CH:41]=[CH:42][CH:43]=3)[N:14]=1)[N:11]([CH2:16][C:17]1[CH:22]=[CH:21][CH:20]=[CH:19][CH:18]=1)[C:10](=[O:23])[C:9]([C:24]1[CH:29]=[CH:28][C:27]([O:30][CH3:31])=[CH:26][CH:25]=1)=[CH:8]2)=[O:4]. Given the reactants [CH3:1][O:2][C:3]([C:5]1[C:6]([OH:32])=[C:7]2[C:12](=[C:13](Br)[N:14]=1)[N:11]([CH2:16][C:17]1[CH:22]=[CH:21][CH:20]=[CH:19][CH:18]=1)[C:10](=[O:23])[C:9]([C:24]1[CH:29]=[CH:28][C:27]([O:30][CH3:31])=[CH:26][CH:25]=1)=[CH:8]2)=[O:4].C([Sn](CCCC)(CCCC)[C:38]1[CH:39]=[N:40][CH:41]=[CH:42][CH:43]=1)CCC.CCOC(C)=O.Cl, predict the reaction product. (3) The product is: [CH2:22]([O:23][C:24]([C:26]1[CH:27]=[C:28]([C:38]2[C:43]([C:10]3[CH:11]=[C:12]([C:15]([F:18])([F:17])[F:16])[CH:13]=[CH:14][C:9]=3[O:8][CH2:1][C:2]3[CH:7]=[CH:6][CH:5]=[CH:4][CH:3]=3)=[CH:42][CH:41]=[CH:40][CH:39]=2)[CH:29]=[C:30]([NH:32][C:33](=[O:37])[CH2:34][CH2:35][CH3:36])[CH:31]=1)=[O:25])[CH3:45]. Given the reactants [CH2:1]([O:8][C:9]1[CH:14]=[CH:13][C:12]([C:15]([F:18])([F:17])[F:16])=[CH:11][C:10]=1B(O)O)[C:2]1[CH:7]=[CH:6][CH:5]=[CH:4][CH:3]=1.[CH3:22][O:23][C:24]([C:26]1[CH:27]=[C:28]([C:38]2[CH:43]=[CH:42][CH:41]=[CH:40][C:39]=2Br)[CH:29]=[C:30]([NH:32][C:33](=[O:37])[CH2:34][CH2:35][CH3:36])[CH:31]=1)=[O:25].[C:45](=O)([O-])[O-].[K+].[K+].C1(C)C=CC=CC=1.C(O)C, predict the reaction product. (4) Given the reactants [CH:1]12[CH2:9][CH:5]3[CH2:6][CH:7]([CH2:8]1)[C:3]([NH:10][C:11]([NH2:13])=[S:12])([CH2:4]3)[CH2:2]2.Br[C:15]1([C:21](OC)=[O:22])[CH2:20][CH2:19][CH2:18][CH2:17][CH2:16]1, predict the reaction product. The product is: [CH:1]12[CH2:9][CH:5]3[CH2:6][CH:7]([CH2:8]1)[C:3]([NH:10][C:11]1[S:12][C:15]4([CH2:20][CH2:19][CH2:18][CH2:17][CH2:16]4)[C:21](=[O:22])[N:13]=1)([CH2:4]3)[CH2:2]2. (5) Given the reactants [F:1][C:2]1[C:7]([O:8][CH3:9])=[CH:6][C:5]([O:10][CH3:11])=[C:4]([F:12])[C:3]=1[NH:13][CH2:14][C:15]1[C:16]([NH:23][CH2:24][CH3:25])=[N:17][C:18]([S:21][CH3:22])=[N:19][CH:20]=1.[H-].[Na+].[C:28](N1C=CN=C1)(N1C=CN=C1)=[O:29], predict the reaction product. The product is: [F:1][C:2]1[C:7]([O:8][CH3:9])=[CH:6][C:5]([O:10][CH3:11])=[C:4]([F:12])[C:3]=1[N:13]1[CH2:14][C:15]2[C:16](=[N:17][C:18]([S:21][CH3:22])=[N:19][CH:20]=2)[N:23]([CH2:24][CH3:25])[C:28]1=[O:29]. (6) Given the reactants Br[C:2]1[CH:3]=[C:4]([NH:10][C:11]2[N:12]=[CH:13][N:14]([CH3:16])[CH:15]=2)[C:5](=[O:9])[N:6]([CH3:8])[CH:7]=1.[C:17]([O:20][CH2:21][C:22]1[C:23]([N:37]2[CH2:48][CH2:47][N:46]3[C:39](=[CH:40][C:41]4[CH2:42][C:43]([CH3:50])([CH3:49])[CH2:44][C:45]=43)[C:38]2=[O:51])=[N:24][CH:25]=[CH:26][C:27]=1B1OC(C)(C)C(C)(C)O1)(=[O:19])[CH3:18].[O-]P([O-])([O-])=O.[K+].[K+].[K+].C([O-])(=O)C.[Na+], predict the reaction product. The product is: [C:17]([O:20][CH2:21][C:22]1[C:23]([N:37]2[CH2:48][CH2:47][N:46]3[C:39](=[CH:40][C:41]4[CH2:42][C:43]([CH3:50])([CH3:49])[CH2:44][C:45]=43)[C:38]2=[O:51])=[N:24][CH:25]=[CH:26][C:27]=1[C:2]1[CH:3]=[C:4]([NH:10][C:11]2[N:12]=[CH:13][N:14]([CH3:16])[CH:15]=2)[C:5](=[O:9])[N:6]([CH3:8])[CH:7]=1)(=[O:19])[CH3:18]. (7) Given the reactants [NH2:1][C:2]1[CH:7]=[CH:6][CH:5]=[CH:4][C:3]=1[C:8]1[NH:9][C:10]([NH:13][C:14]2[CH:19]=[CH:18][C:17]([C:20]([F:23])([F:22])[F:21])=[CH:16][CH:15]=2)=[N:11][N:12]=1.[O:24]1[C:29]2[CH:30]=[CH:31][C:32]([C:34](Cl)=[O:35])=[CH:33][C:28]=2[O:27][CH2:26][CH2:25]1.C(N(CC)CC)C, predict the reaction product. The product is: [F:23][C:20]([F:22])([F:21])[C:17]1[CH:18]=[CH:19][C:14]([NH:13][C:10]2[NH:9][C:8]([C:3]3[CH:4]=[CH:5][CH:6]=[CH:7][C:2]=3[NH:1][C:34]([C:32]3[CH:31]=[CH:30][C:29]4[O:24][CH2:25][CH2:26][O:27][C:28]=4[CH:33]=3)=[O:35])=[N:12][N:11]=2)=[CH:15][CH:16]=1.